This data is from Catalyst prediction with 721,799 reactions and 888 catalyst types from USPTO. The task is: Predict which catalyst facilitates the given reaction. (1) Reactant: [CH:1]1[C:10]2[C:5](=[CH:6][CH:7]=[CH:8][CH:9]=2)[CH:4]=[CH:3][C:2]=1[C:11]1[C:12]2[CH:18]=[CH:17][S:16][C:13]=2[NH:14][N:15]=1.[I:19]N1C(=O)CCC1=O.S([O-])([O-])(=O)=S.[Na+].[Na+]. Product: [I:19][C:17]1[S:16][C:13]2[NH:14][N:15]=[C:11]([C:2]3[CH:3]=[CH:4][C:5]4[C:10](=[CH:9][CH:8]=[CH:7][CH:6]=4)[CH:1]=3)[C:12]=2[CH:18]=1. The catalyst class is: 9. (2) Reactant: Br[CH2:2][C:3]1[N:8]([CH2:9][CH2:10][C:11]2[CH:20]=[CH:19][C:14]([C:15]([O:17][CH3:18])=[O:16])=[CH:13][CH:12]=2)[C:7](=[O:21])[C:6]([Cl:22])=[CH:5][C:4]=1[Cl:23].C(=O)([O-])[O-].[K+].[K+].[CH3:30][NH:31][C:32]1[CH:37]=[CH:36][CH:35]=[CH:34][C:33]=1[CH3:38].O. Product: [Cl:22][C:6]1[C:7](=[O:21])[N:8]([CH2:9][CH2:10][C:11]2[CH:20]=[CH:19][C:14]([C:15]([O:17][CH3:18])=[O:16])=[CH:13][CH:12]=2)[C:3]([CH2:2][N:31]([CH3:30])[C:32]2[CH:37]=[CH:36][CH:35]=[CH:34][C:33]=2[CH3:38])=[C:4]([Cl:23])[CH:5]=1. The catalyst class is: 39. (3) Reactant: C(Cl)(=O)C(Cl)=O.CS(C)=O.[OH:11][CH:12]([CH:15]1[CH2:19][CH2:18][C:17]2([CH2:24][CH2:23][N:22]([C:25]([O:27][C:28]([CH3:31])([CH3:30])[CH3:29])=[O:26])[CH2:21][CH2:20]2)[C:16]1=[O:32])[CH2:13][CH3:14].C(N(CC)CC)C. Product: [O:11]=[C:12]([CH:15]1[CH2:19][CH2:18][C:17]2([CH2:20][CH2:21][N:22]([C:25]([O:27][C:28]([CH3:31])([CH3:30])[CH3:29])=[O:26])[CH2:23][CH2:24]2)[C:16]1=[O:32])[CH2:13][CH3:14]. The catalyst class is: 4. (4) Reactant: [N:1]1[CH:6]=[CH:5][CH:4]=[C:3]([C:7]([C:9]2[CH:10]=[CH:11][C:12]3[S:17][C:16]4[N:18]=[CH:19][CH:20]=[N:21][C:15]=4[N:14]([CH2:22][O:23][CH3:24])[C:13]=3[CH:25]=2)=[CH2:8])[CH:2]=1.[H][H]. Product: [N:1]1[CH:6]=[CH:5][CH:4]=[C:3]([CH:7]([C:9]2[CH:10]=[CH:11][C:12]3[S:17][C:16]4[N:18]=[CH:19][CH:20]=[N:21][C:15]=4[N:14]([CH2:22][O:23][CH3:24])[C:13]=3[CH:25]=2)[CH3:8])[CH:2]=1. The catalyst class is: 178. (5) Reactant: [OH:1][N:2]1[CH2:7][CH2:6][CH2:5][CH2:4][CH2:3]1.C(N(CC)CC)C.[C:15](Cl)(=[O:19])[C:16]([CH3:18])=[CH2:17]. Product: [C:15]([O:1][N:2]1[CH2:7][CH2:6][CH2:5][CH2:4][CH2:3]1)(=[O:19])[C:16]([CH3:18])=[CH2:17]. The catalyst class is: 4.